This data is from Full USPTO retrosynthesis dataset with 1.9M reactions from patents (1976-2016). The task is: Predict the reactants needed to synthesize the given product. (1) Given the product [CH3:1][O:2][C:3]([C:5]1[C:9]2[N:10]=[CH:11][N:12]([CH2:15][C:16]3[C:25]4[C:20](=[CH:21][CH:22]=[CH:23][CH:24]=4)[CH:19]=[CH:18][N:17]=3)[C:13](=[O:14])[C:8]=2[NH:7][C:6]=1[Cl:34])=[O:4], predict the reactants needed to synthesize it. The reactants are: [CH3:1][O:2][C:3]([C:5]1[C:9]2[N:10]=[CH:11][N:12]([CH2:15][C:16]3[C:25]4[C:20](=[CH:21][CH:22]=[CH:23][CH:24]=4)[CH:19]=[CH:18][N:17]=3)[C:13](=[O:14])[C:8]=2[N:7](COCC[Si](C)(C)C)[C:6]=1[Cl:34])=[O:4]. (2) Given the product [OH:52][C:46]([C:48]([F:51])([F:50])[F:49])=[O:47].[CH:43]([NH:42][C:40](=[O:41])[CH2:39][O:38][C:34]1[CH:35]=[CH:36][CH:37]=[C:32]([C:28]2[N:27]=[C:26]([NH:8][C:9]3[CH:10]=[C:11]4[C:15](=[CH:16][C:17]=3[CH3:18])[NH:14][N:13]=[CH:12]4)[CH:31]=[CH:30][N:29]=2)[CH:33]=1)([CH3:45])[CH3:44], predict the reactants needed to synthesize it. The reactants are: C(OC([N:8]([C:26]1[CH:31]=[CH:30][N:29]=[C:28]([C:32]2[CH:37]=[CH:36][CH:35]=[C:34]([O:38][CH2:39][C:40]([NH:42][CH:43]([CH3:45])[CH3:44])=[O:41])[CH:33]=2)[N:27]=1)[C:9]1[CH:10]=[C:11]2[C:15](=[CH:16][C:17]=1[CH3:18])[N:14](C(OC(C)(C)C)=O)[N:13]=[CH:12]2)=O)(C)(C)C.[C:46]([OH:52])([C:48]([F:51])([F:50])[F:49])=[O:47]. (3) Given the product [Cl:1][C:2]1[CH:3]=[CH:4][CH:5]=[C:6]2[C:7]=1[N:8]=[C:9]([C:13]1[CH:18]=[CH:17][CH:16]=[CH:15][C:14]=1[OH:19])[N:31]([CH2:23][CH2:24][C:25]1[CH:30]=[CH:29][CH:28]=[CH:27][CH:26]=1)[C:11]2=[O:12], predict the reactants needed to synthesize it. The reactants are: [Cl:1][C:2]1[C:7]2[N:8]=[C:9]([C:13]3[CH:18]=[CH:17][CH:16]=[CH:15][C:14]=3[O:19]C(=O)C)O[C:11](=[O:12])[C:6]=2[CH:5]=[CH:4][CH:3]=1.[CH2:23]([NH2:31])[CH2:24][C:25]1[CH:30]=[CH:29][CH:28]=[CH:27][CH:26]=1. (4) Given the product [Cl:1][CH2:2][C:3]([NH:11][C:10]1[CH:12]=[CH:13][C:7]([F:6])=[CH:8][CH:9]=1)=[O:4], predict the reactants needed to synthesize it. The reactants are: [Cl:1][CH2:2][C:3](Cl)=[O:4].[F:6][C:7]1[CH:13]=[CH:12][C:10]([NH2:11])=[CH:9][CH:8]=1.O.